Dataset: Peptide-MHC class II binding affinity with 134,281 pairs from IEDB. Task: Regression. Given a peptide amino acid sequence and an MHC pseudo amino acid sequence, predict their binding affinity value. This is MHC class II binding data. (1) The peptide sequence is FGPASFARIETAFAN. The MHC is DRB1_1501 with pseudo-sequence DRB1_1501. The binding affinity (normalized) is 0.456. (2) The peptide sequence is GELQIVDKIEAAFKI. The MHC is DRB5_0101 with pseudo-sequence DRB5_0101. The binding affinity (normalized) is 0.818. (3) The peptide sequence is AETCPIFYDVFFAVA. The MHC is HLA-DQA10401-DQB10402 with pseudo-sequence HLA-DQA10401-DQB10402. The binding affinity (normalized) is 0.601. (4) The peptide sequence is THDMCPDVMSAGESKHGL. The MHC is DRB1_0401 with pseudo-sequence DRB1_0401. The binding affinity (normalized) is 0. (5) The peptide sequence is EAAFNKAIKESTGGA. The MHC is HLA-DPA10103-DPB10401 with pseudo-sequence HLA-DPA10103-DPB10401. The binding affinity (normalized) is 0.